This data is from NCI-60 drug combinations with 297,098 pairs across 59 cell lines. The task is: Regression. Given two drug SMILES strings and cell line genomic features, predict the synergy score measuring deviation from expected non-interaction effect. (1) Drug 1: C1=CC(=C2C(=C1NCCNCCO)C(=O)C3=C(C=CC(=C3C2=O)O)O)NCCNCCO. Drug 2: CC12CCC3C(C1CCC2O)C(CC4=C3C=CC(=C4)O)CCCCCCCCCS(=O)CCCC(C(F)(F)F)(F)F. Cell line: NCI/ADR-RES. Synergy scores: CSS=8.42, Synergy_ZIP=-2.13, Synergy_Bliss=1.64, Synergy_Loewe=1.51, Synergy_HSA=1.96. (2) Drug 1: CCCS(=O)(=O)NC1=C(C(=C(C=C1)F)C(=O)C2=CNC3=C2C=C(C=N3)C4=CC=C(C=C4)Cl)F. Drug 2: CS(=O)(=O)OCCCCOS(=O)(=O)C. Cell line: NCI/ADR-RES. Synergy scores: CSS=-1.23, Synergy_ZIP=-0.423, Synergy_Bliss=-2.51, Synergy_Loewe=-3.96, Synergy_HSA=-4.24.